This data is from Full USPTO retrosynthesis dataset with 1.9M reactions from patents (1976-2016). The task is: Predict the reactants needed to synthesize the given product. (1) Given the product [C:25]([C:24]1[CH:28]=[C:29]([S:32](=[O:37])(=[O:36])[N:33]([CH3:35])[CH3:34])[CH:30]=[CH:31][C:23]=1[S:11][C:5]1[CH:4]=[CH:3][C:2]([F:1])=[CH:10][C:6]=1[C:7]([OH:9])=[O:8])([OH:27])=[O:26], predict the reactants needed to synthesize it. The reactants are: [F:1][C:2]1[CH:3]=[CH:4][C:5]([SH:11])=[C:6]([CH:10]=1)[C:7]([OH:9])=[O:8].SC1C=CC=CC=1C(O)=O.Cl[C:23]1[CH:31]=[CH:30][C:29]([S:32](=[O:37])(=[O:36])[N:33]([CH3:35])[CH3:34])=[CH:28][C:24]=1[C:25]([OH:27])=[O:26]. (2) The reactants are: Br[C:2]1[C:3]([F:10])=[C:4]([NH2:9])[CH:5]=[CH:6][C:7]=1[F:8].[F:11][C:12]1[CH:13]=[CH:14][C:15](B2OC(C)(C)C(C)(C)O2)=[C:16]([CH:19]=1)[C:17]#[N:18].[F-].[K+].C(P(C(C)(C)C)C(C)(C)C)(C)(C)C. Given the product [NH2:9][C:4]1[C:3]([F:10])=[C:2]([C:15]2[C:16]([C:17]#[N:18])=[CH:19][C:12]([F:11])=[CH:13][CH:14]=2)[C:7]([F:8])=[CH:6][CH:5]=1, predict the reactants needed to synthesize it. (3) Given the product [C:30]([C:2]1[CH:3]=[CH:4][C:5]([C:11]([F:14])([F:13])[F:12])=[C:6]([CH:10]=1)[C:7]([O:9][CH2:21][C:22]1[CH:27]=[CH:26][CH:25]=[CH:24][CH:23]=1)=[O:8])#[N:32], predict the reactants needed to synthesize it. The reactants are: Cl[C:2]1[CH:3]=[CH:4][C:5]([C:11]([F:14])([F:13])[F:12])=[C:6]([CH:10]=1)[C:7]([OH:9])=[O:8].C(=O)([O-])[O-].[Cs+].[Cs+].[CH2:21](Br)[C:22]1[CH:27]=[CH:26][CH:25]=[CH:24][CH:23]=1.C[C:30]([N:32](C)C)=O. (4) Given the product [CH3:21][O:22][C:23](=[O:33])[C@H:24]([NH:18][C:19]([O:17][CH2:16][C:11]1[NH:12][C:13]2[C:9]([CH:10]=1)=[CH:8][C:7]([C:1]1[CH:2]=[CH:3][CH:4]=[CH:5][CH:6]=1)=[CH:15][CH:14]=2)=[O:20])[CH2:26][C:27]1[CH:28]=[CH:29][CH:30]=[CH:31][CH:32]=1, predict the reactants needed to synthesize it. The reactants are: [C:1]1([C:7]2[CH:8]=[C:9]3[C:13](=[CH:14][CH:15]=2)[NH:12][C:11]([CH2:16][OH:17])=[CH:10]3)[CH:6]=[CH:5][CH:4]=[CH:3][CH:2]=1.[N-:18]=[C:19]=[O:20].[CH3:21][O:22][C:23](=[O:33])[C@H:24]([CH2:26][C:27]1[CH:32]=[CH:31][CH:30]=[CH:29][CH:28]=1)N.C1COCC1. (5) Given the product [CH3:40][O:39][C:33]1[CH:32]=[C:31]([CH:36]=[CH:35][C:34]=1[O:37][CH3:38])[CH2:30][N:17]1[C:16](=[O:41])[C:15]2[C:20](=[CH:21][CH:22]=[C:13]([N:11]3[CH2:10][CH:9]([OH:8])[CH2:12]3)[CH:14]=2)[N:19]([CH:23]2[CH2:28][CH2:27][O:26][CH2:25][CH2:24]2)[C:18]1=[O:29], predict the reactants needed to synthesize it. The reactants are: C([O:8][CH:9]1[CH2:12][N:11]([C:13]2[CH:14]=[C:15]3[C:20](=[CH:21][CH:22]=2)[N:19]([CH:23]2[CH2:28][CH2:27][O:26][CH2:25][CH2:24]2)[C:18](=[O:29])[N:17]([CH2:30][C:31]2[CH:36]=[CH:35][C:34]([O:37][CH3:38])=[C:33]([O:39][CH3:40])[CH:32]=2)[C:16]3=[O:41])[CH2:10]1)C1C=CC=CC=1.C([O-])=O.[NH4+]. (6) Given the product [C:1]([O:5][C:6](=[O:28])[NH:7][C@H:8]([CH2:24][CH:25]([CH3:27])[CH3:26])[C:9](=[O:10])[NH:11][C:12]1[CH:17]=[CH:16][C:15]([C:32]2[CH:33]=[CH:34][N:29]=[CH:30][CH:31]=2)=[CH:14][C:13]=1[C:19]1[N:20]=[N:21][NH:22][N:23]=1)([CH3:4])([CH3:3])[CH3:2], predict the reactants needed to synthesize it. The reactants are: [C:1]([O:5][C:6](=[O:28])[NH:7][C@H:8]([CH2:24][CH:25]([CH3:27])[CH3:26])[C:9]([NH:11][C:12]1[CH:17]=[CH:16][C:15](Br)=[CH:14][C:13]=1[C:19]1[N:20]=[N:21][NH:22][N:23]=1)=[O:10])([CH3:4])([CH3:3])[CH3:2].[N:29]1[CH:34]=[CH:33][C:32](B(O)O)=[CH:31][CH:30]=1.C(=O)([O-])[O-].[Cs+].[Cs+].